This data is from NCI-60 drug combinations with 297,098 pairs across 59 cell lines. The task is: Regression. Given two drug SMILES strings and cell line genomic features, predict the synergy score measuring deviation from expected non-interaction effect. (1) Drug 1: CCC1=CC2CC(C3=C(CN(C2)C1)C4=CC=CC=C4N3)(C5=C(C=C6C(=C5)C78CCN9C7C(C=CC9)(C(C(C8N6C)(C(=O)OC)O)OC(=O)C)CC)OC)C(=O)OC.C(C(C(=O)O)O)(C(=O)O)O. Drug 2: CC1=C(C(CCC1)(C)C)C=CC(=CC=CC(=CC(=O)O)C)C. Cell line: HL-60(TB). Synergy scores: CSS=24.6, Synergy_ZIP=-10.5, Synergy_Bliss=-18.9, Synergy_Loewe=-18.6, Synergy_HSA=-17.4. (2) Drug 1: CCC(=C(C1=CC=CC=C1)C2=CC=C(C=C2)OCCN(C)C)C3=CC=CC=C3.C(C(=O)O)C(CC(=O)O)(C(=O)O)O. Drug 2: COCCOC1=C(C=C2C(=C1)C(=NC=N2)NC3=CC=CC(=C3)C#C)OCCOC.Cl. Cell line: HOP-92. Synergy scores: CSS=4.78, Synergy_ZIP=0.264, Synergy_Bliss=3.12, Synergy_Loewe=-3.90, Synergy_HSA=-0.787. (3) Drug 1: C#CCC(CC1=CN=C2C(=N1)C(=NC(=N2)N)N)C3=CC=C(C=C3)C(=O)NC(CCC(=O)O)C(=O)O. Drug 2: CCC1(C2=C(COC1=O)C(=O)N3CC4=CC5=C(C=CC(=C5CN(C)C)O)N=C4C3=C2)O.Cl. Cell line: NCIH23. Synergy scores: CSS=10.1, Synergy_ZIP=2.74, Synergy_Bliss=3.67, Synergy_Loewe=2.65, Synergy_HSA=-0.0387. (4) Drug 1: C1=NC(=NC(=O)N1C2C(C(C(O2)CO)O)O)N. Drug 2: CC1CCCC2(C(O2)CC(NC(=O)CC(C(C(=O)C(C1O)C)(C)C)O)C(=CC3=CSC(=N3)C)C)C. Cell line: KM12. Synergy scores: CSS=62.6, Synergy_ZIP=-1.28, Synergy_Bliss=-3.47, Synergy_Loewe=-1.51, Synergy_HSA=0.392. (5) Cell line: KM12. Drug 1: CC(C)NC(=O)C1=CC=C(C=C1)CNNC.Cl. Drug 2: C1CN(P(=O)(OC1)NCCCl)CCCl. Synergy scores: CSS=-42.4, Synergy_ZIP=19.8, Synergy_Bliss=10.1, Synergy_Loewe=-37.8, Synergy_HSA=-35.9. (6) Drug 1: CCN(CC)CCCC(C)NC1=C2C=C(C=CC2=NC3=C1C=CC(=C3)Cl)OC. Drug 2: C1C(C(OC1N2C=NC3=C2NC=NCC3O)CO)O. Cell line: SNB-75. Synergy scores: CSS=4.61, Synergy_ZIP=-1.76, Synergy_Bliss=2.88, Synergy_Loewe=2.95, Synergy_HSA=2.99. (7) Drug 1: CNC(=O)C1=CC=CC=C1SC2=CC3=C(C=C2)C(=NN3)C=CC4=CC=CC=N4. Drug 2: C(CC(=O)O)C(=O)CN.Cl. Cell line: OVCAR3. Synergy scores: CSS=-0.723, Synergy_ZIP=-3.61, Synergy_Bliss=-8.37, Synergy_Loewe=-11.9, Synergy_HSA=-11.7.